From a dataset of Reaction yield outcomes from USPTO patents with 853,638 reactions. Predict the reaction yield, written as a fraction of the theoretical maximum amount of product (1.0 means a 100% yield; for example, 0.34 means a 34% yield). (1) The reactants are [Cl:1][C:2]1[CH:7]=[CH:6][C:5]([NH2:8])=[C:4]([CH3:9])[CH:3]=1.[I:10]N1C(=O)CCC1=O. The catalyst is C(O)(=O)C. The product is [Cl:1][C:2]1[CH:3]=[C:4]([CH3:9])[C:5]([NH2:8])=[C:6]([I:10])[CH:7]=1. The yield is 0.790. (2) The reactants are CCN(C(C)C)C(C)C.CCN=C=NCCCN(C)C.Cl.C1C=CC2N(O)N=NC=2C=1.[CH3:32][O:33][C:34]1[CH:39]=[C:38]([CH3:40])[C:37]([S:41]([N:44]2[CH2:49][CH2:48][CH2:47][CH2:46][C@H:45]2[CH2:50][O:51][CH2:52][C:53]([OH:55])=O)(=[O:43])=[O:42])=[C:36]([CH3:56])[CH:35]=1.[N:57]1[CH:62]=[CH:61][C:60]([C:63]2([O:76][CH2:77][CH2:78][N:79]3[CH2:83][CH2:82][CH2:81][CH2:80]3)[CH2:68][CH2:67][N:66](C(OC(C)(C)C)=O)[CH2:65][CH2:64]2)=[CH:59][CH:58]=1.C(O)(C(F)(F)F)=O. The catalyst is C(Cl)Cl. The product is [CH3:32][O:33][C:34]1[CH:39]=[C:38]([CH3:40])[C:37]([S:41]([N:44]2[CH2:49][CH2:48][CH2:47][CH2:46][C@H:45]2[CH2:50][O:51][CH2:52][C:53]([N:66]2[CH2:67][CH2:68][C:63]([C:60]3[CH:59]=[CH:58][N:57]=[CH:62][CH:61]=3)([O:76][CH2:77][CH2:78][N:79]3[CH2:83][CH2:82][CH2:81][CH2:80]3)[CH2:64][CH2:65]2)=[O:55])(=[O:43])=[O:42])=[C:36]([CH3:56])[CH:35]=1. The yield is 0.360. (3) The reactants are Br[C:2]1[C:3]2[N:4]([C:8]([CH2:11][C:12]([CH3:17])([N+:14]([O-:16])=[O:15])[CH3:13])=[CH:9][N:10]=2)[CH:5]=[CH:6][CH:7]=1.[S:18]1[CH:22]=[CH:21][C:20](B(O)O)=[CH:19]1. No catalyst specified. The product is [CH3:13][C:12]([N+:14]([O-:16])=[O:15])([CH3:17])[CH2:11][C:8]1[N:4]2[CH:5]=[CH:6][CH:7]=[C:2]([C:20]3[CH:21]=[CH:22][S:18][CH:19]=3)[C:3]2=[N:10][CH:9]=1. The yield is 0.750.